The task is: Predict which catalyst facilitates the given reaction.. This data is from Catalyst prediction with 721,799 reactions and 888 catalyst types from USPTO. (1) Reactant: [CH2:1]([C:4]1[N:9]=[CH:8][C:7]([C:10]#[N:11])=[CH:6][CH:5]=1)[CH:2]=C.C[OH:13]. Product: [O:13]=[CH:2][CH2:1][C:4]1[N:9]=[CH:8][C:7]([C:10]#[N:11])=[CH:6][CH:5]=1. The catalyst class is: 2. (2) Reactant: [C:1]([O:6][CH2:7][CH2:8][CH2:9][Si:10]([O:15][CH3:16])([O:13][CH3:14])[O:11][CH3:12])(=[O:5])[C:2]([CH3:4])=[CH2:3].[C:17]([O:22][C:23]([CH3:26])([CH3:25])[CH3:24])(=[O:21])[C:18]([CH3:20])=[CH2:19].[CH:27]12[CH2:33][CH:30]([CH:31]=[CH:32]1)[CH2:29][CH:28]2[C:34]([O:36][CH3:37])=[O:35].[C:38]([O-:43])(=[O:42])[C:39]([CH3:41])=[CH2:40].N(C(C)(C)C#N)=NC(C)(C)C#N. Product: [C:1]([O:6][CH2:7][CH2:8][CH2:9][Si:10]([O:15][CH3:16])([O:11][CH3:12])[O:13][CH3:14])(=[O:5])[C:2]([CH3:4])=[CH2:3].[C:17]([O:22][C:23]([CH3:26])([CH3:25])[CH3:24])(=[O:21])[C:18]([CH3:20])=[CH2:19].[CH:27]12[CH2:33][CH:30]([CH:31]=[CH:32]1)[CH2:29][CH:28]2[C:34]([O:36][CH3:37])=[O:35].[C:38]([O-:43])(=[O:42])[C:39]([CH3:41])=[CH2:40]. The catalyst class is: 469. (3) Product: [CH3:1][O:2][C:3](=[O:27])[C:4]1[CH:5]=[CH:6][C:7]([C:10]2[N:14]([C:15]3[CH:20]=[CH:19][C:18]([OH:21])=[CH:17][CH:16]=3)[C:13]3[CH:23]=[CH:24][CH:25]=[CH:26][C:12]=3[N:11]=2)=[CH:8][CH:9]=1. The catalyst class is: 124. Reactant: [CH3:1][O:2][C:3](=[O:27])[C:4]1[CH:9]=[CH:8][C:7]([C:10]2[N:14]([C:15]3[CH:20]=[CH:19][C:18]([O:21]C)=[CH:17][CH:16]=3)[C:13]3[CH:23]=[CH:24][CH:25]=[CH:26][C:12]=3[N:11]=2)=[CH:6][CH:5]=1.B(Br)(Br)Br.CO.C(=O)(O)[O-].[Na+]. (4) Reactant: [CH:1]1([O:7][CH2:8][CH2:9][CH2:10][CH2:11][O:12][C:13]2[CH:18]=[CH:17][C:16]([CH2:19][CH2:20][CH2:21][O:22][C:23]3[CH:33]=[CH:32][C:26]([C:27]([O:29]CC)=[O:28])=[CH:25][C:24]=3[CH2:34][C:35]([NH:37][CH2:38][C:39]([O:41]C)=[O:40])=[O:36])=[CH:15][CH:14]=2)[CH2:6][CH2:5][CH2:4][CH2:3][CH2:2]1.[OH-].[Na+].C(O)(=O)C.Cl. Product: [C:39]([CH2:38][NH:37][C:35](=[O:36])[CH2:34][C:24]1[CH:25]=[C:26]([CH:32]=[CH:33][C:23]=1[O:22][CH2:21][CH2:20][CH2:19][C:16]1[CH:15]=[CH:14][C:13]([O:12][CH2:11][CH2:10][CH2:9][CH2:8][O:7][CH:1]2[CH2:6][CH2:5][CH2:4][CH2:3][CH2:2]2)=[CH:18][CH:17]=1)[C:27]([OH:29])=[O:28])([OH:41])=[O:40]. The catalyst class is: 8. (5) Reactant: [CH:1]([C:3]1[C:8]([C:9]2[C:10]([CH:18]=[O:19])=[CH:11][C:12]3[O:16][CH2:15][O:14][C:13]=3[CH:17]=2)=[C:7]([O:20][CH3:21])[C:6]([O:22][CH3:23])=[C:5]([O:24][CH3:25])[CH:4]=1)=[O:2].[BH4-].[Na+].O.C(OCC)(=O)C. Product: [OH:2][CH2:1][C:3]1[C:8]([C:9]2[C:10]([CH2:18][OH:19])=[CH:11][C:12]3[O:16][CH2:15][O:14][C:13]=3[CH:17]=2)=[C:7]([O:20][CH3:21])[C:6]([O:22][CH3:23])=[C:5]([O:24][CH3:25])[CH:4]=1. The catalyst class is: 5. (6) Reactant: [CH3:1][O:2][C:3]1[CH:4]=[CH:5][C:6]2[C:11](=[O:12])[O:10][C:9]([C:13]([F:16])([F:15])[F:14])=[N:8][C:7]=2[CH:17]=1.[NH2:18][C:19]1[CH:28]=[CH:27][C:22]([C:23]([O:25][CH3:26])=[O:24])=[CH:21][CH:20]=1. Product: [OH:2][C:3]1[CH:17]=[C:7]2[C:6]([C:11](=[O:12])[N:18]([C:19]3[CH:28]=[CH:27][C:22]([C:23]([OH:25])=[O:24])=[CH:21][CH:20]=3)[C:9]([C:13]([F:16])([F:15])[F:14])=[N:8]2)=[CH:5][CH:4]=1.[CH3:1][O:2][C:3]1[CH:17]=[C:7]2[C:6]([C:11](=[O:10])[N:18]([C:19]3[CH:20]=[CH:21][C:22]([C:23]([O:25][CH3:26])=[O:24])=[CH:27][CH:28]=3)[C:9]([C:13]([F:14])([F:16])[F:15])=[N:8]2)=[CH:5][CH:4]=1. The catalyst class is: 52. (7) Reactant: [Cl:1][C:2]1[CH:7]=[CH:6][C:5]([CH:8]2[C:15]3[C:11](=[N:12][N:13]([CH3:17])[C:14]=3[CH3:16])[C:10](=[O:18])[N:9]2CC2C=CC(OC)=CC=2)=[CH:4][CH:3]=1. Product: [Cl:1][C:2]1[CH:3]=[CH:4][C:5]([CH:8]2[C:15]3[C:11](=[N:12][N:13]([CH3:17])[C:14]=3[CH3:16])[C:10](=[O:18])[NH:9]2)=[CH:6][CH:7]=1. The catalyst class is: 61.